This data is from Full USPTO retrosynthesis dataset with 1.9M reactions from patents (1976-2016). The task is: Predict the reactants needed to synthesize the given product. (1) Given the product [F:1][CH:2]([F:16])[O:3][C:4]1[CH:9]=[CH:8][CH:7]=[CH:6][C:5]=1[CH2:10][C@@H:11]([OH:26])[C:12]([O:14][CH3:15])=[O:13], predict the reactants needed to synthesize it. The reactants are: [F:1][CH:2]([F:16])[O:3][C:4]1[CH:9]=[CH:8][CH:7]=[CH:6][C:5]=1/[CH:10]=[CH:11]/[C:12]([O:14][CH3:15])=[O:13].C(O)(=[O:26])C=CC1C=CC=CC=1. (2) Given the product [ClH:34].[ClH:34].[F:1][C:2]1[CH:3]=[C:4]([CH2:8][CH2:9][N:10]2[CH2:14][CH2:13][C@@H:12]([NH:15][C:16]3[N:17]=[CH:18][C:19](/[CH:22]=[CH:23]/[C:24]([NH:26][OH:27])=[O:25])=[N:20][CH:21]=3)[CH2:11]2)[CH:5]=[CH:6][CH:7]=1, predict the reactants needed to synthesize it. The reactants are: [F:1][C:2]1[CH:3]=[C:4]([CH2:8][CH2:9][N:10]2[CH2:14][CH2:13][C@@H:12]([NH:15][C:16]3[N:17]=[CH:18][C:19](/[CH:22]=[CH:23]/[C:24]([NH:26][O:27]C4CCCCO4)=[O:25])=[N:20][CH:21]=3)[CH2:11]2)[CH:5]=[CH:6][CH:7]=1.[ClH:34]. (3) Given the product [F:1][C:2]1[CH:3]=[C:4]([CH:27]=[CH:28][C:29]=1[F:30])[CH2:5][NH:6][C:7]([C:9]1([CH2:22][CH2:23][CH2:24][CH2:25][N:37]2[C@H:36]([CH3:38])[CH2:35][N:34]([C:39]3[CH:48]=[CH:47][C:46]4[C:41](=[CH:42][CH:43]=[CH:44][CH:45]=4)[N:40]=3)[CH2:33][C@@H:32]2[CH3:31])[C:21]2[CH:20]=[CH:19][CH:18]=[CH:17][C:16]=2[C:15]2[C:10]1=[CH:11][CH:12]=[CH:13][CH:14]=2)=[O:8], predict the reactants needed to synthesize it. The reactants are: [F:1][C:2]1[CH:3]=[C:4]([CH:27]=[CH:28][C:29]=1[F:30])[CH2:5][NH:6][C:7]([C:9]1([CH2:22][CH2:23][CH2:24][CH2:25]Br)[C:21]2[CH:20]=[CH:19][CH:18]=[CH:17][C:16]=2[C:15]2[C:10]1=[CH:11][CH:12]=[CH:13][CH:14]=2)=[O:8].[CH3:31][C@H:32]1[NH:37][C@@H:36]([CH3:38])[CH2:35][N:34]([C:39]2[CH:48]=[CH:47][C:46]3[C:41](=[CH:42][CH:43]=[CH:44][CH:45]=3)[N:40]=2)[CH2:33]1.